From a dataset of Forward reaction prediction with 1.9M reactions from USPTO patents (1976-2016). Predict the product of the given reaction. (1) Given the reactants C(OC(=O)[NH:7][CH:8]([CH2:26][C:27]1[CH:32]=[CH:31][C:30]([Cl:33])=[CH:29][CH:28]=1)[C:9](=[O:25])[N:10]1[CH2:15][CH2:14][N:13]([C:16]2[CH:21]=[CH:20][N:19]=[C:18]3[CH:22]=[CH:23][NH:24][C:17]=23)[CH2:12][CH2:11]1)(C)(C)C.Cl, predict the reaction product. The product is: [NH2:7][CH:8]([CH2:26][C:27]1[CH:28]=[CH:29][C:30]([Cl:33])=[CH:31][CH:32]=1)[C:9]([N:10]1[CH2:15][CH2:14][N:13]([C:16]2[CH:21]=[CH:20][N:19]=[C:18]3[CH:22]=[CH:23][NH:24][C:17]=23)[CH2:12][CH2:11]1)=[O:25]. (2) The product is: [O:25]=[C:19]1[NH:20][C:21](=[O:24])[CH:22]=[CH:23][N:18]1[C@@H:3]1[CH2:4][O:5][C@H:6]2[C@@H:7]([O:8][CH:9]([C:12]3[CH:13]=[CH:14][CH:15]=[CH:16][CH:17]=3)[O:10][CH2:11]2)[C@H:2]1[O:1][S:27]([CH3:26])(=[O:29])=[O:28]. Given the reactants [OH:1][C@@H:2]1[C@@H:7]2[O:8][CH:9]([C:12]3[CH:17]=[CH:16][CH:15]=[CH:14][CH:13]=3)[O:10][CH2:11][C@H:6]2[O:5][CH2:4][C@H:3]1[N:18]1[CH:23]=[CH:22][C:21](=[O:24])[NH:20][C:19]1=[O:25].[CH3:26][S:27](Cl)(=[O:29])=[O:28], predict the reaction product. (3) Given the reactants [Br-].[CH2:2]([N+:9]1[CH:19]=[CH:18][C:17]2[C:16]3[CH:20]=[CH:21][CH:22]=[CH:23][C:15]=3[C:14](=[O:24])[NH:13][CH2:12][C:11]=2[CH:10]=1)[C:3]1[CH:8]=[CH:7][CH:6]=[CH:5][CH:4]=1.[BH4-].[Na+], predict the reaction product. The product is: [CH2:2]([N:9]1[CH2:19][CH2:18][C:17]2[C:16]3[CH:20]=[CH:21][CH:22]=[CH:23][C:15]=3[C:14](=[O:24])[NH:13][CH2:12][C:11]=2[CH2:10]1)[C:3]1[CH:4]=[CH:5][CH:6]=[CH:7][CH:8]=1. (4) Given the reactants Cl[C:2]1[C:11]2[C:6](=[CH:7][CH:8]=[CH:9][CH:10]=2)[N:5]=[C:4]([C:12]2[CH:17]=[CH:16][N:15]=[N:14][CH:13]=2)[N:3]=1.[F:18][C:19]1[CH:20]=[C:21]([NH2:26])[CH:22]=[CH:23][C:24]=1[F:25], predict the reaction product. The product is: [F:18][C:19]1[CH:20]=[C:21]([NH:26][C:2]2[C:11]3[C:6](=[CH:7][CH:8]=[CH:9][CH:10]=3)[N:5]=[C:4]([C:12]3[CH:17]=[CH:16][N:15]=[N:14][CH:13]=3)[N:3]=2)[CH:22]=[CH:23][C:24]=1[F:25]. (5) Given the reactants Br[C:2]1[CH:3]=[N:4][CH:5]=[C:6]([F:14])[C:7]=1[C:8]1[CH:13]=[CH:12][CH:11]=[CH:10][CH:9]=1.[N:15]1([C:21]([O:23][C:24]([CH3:27])([CH3:26])[CH3:25])=[O:22])[CH2:20][CH2:19][NH:18][CH2:17][CH2:16]1.CC1(C)C2C(=C(P(C3C=CC=CC=3)C3C=CC=CC=3)C=CC=2)OC2C(P(C3C=CC=CC=3)C3C=CC=CC=3)=CC=CC1=2.CC(C)([O-])C.[Na+], predict the reaction product. The product is: [F:14][C:6]1[C:7]([C:8]2[CH:13]=[CH:12][CH:11]=[CH:10][CH:9]=2)=[C:2]([N:18]2[CH2:17][CH2:16][N:15]([C:21]([O:23][C:24]([CH3:27])([CH3:26])[CH3:25])=[O:22])[CH2:20][CH2:19]2)[CH:3]=[N:4][CH:5]=1. (6) Given the reactants [Cl:1][C:2]1[CH:7]=[C:6]([Cl:8])[CH:5]=[CH:4][C:3]=1[C:9]1[C:10]([C:22]#[N:23])=[C:11]([N:16]2[CH2:21][CH2:20][O:19][CH2:18][CH2:17]2)[S:12][C:13]=1[CH:14]=O.C(O)(C)(C)C.[NH2:29][CH2:30][CH:31]([NH2:33])[CH3:32].II.C(=O)([O-])[O-].[K+].[K+], predict the reaction product. The product is: [Cl:1][C:2]1[CH:7]=[C:6]([Cl:8])[CH:5]=[CH:4][C:3]=1[C:9]1[C:10]([C:22]#[N:23])=[C:11]([N:16]2[CH2:21][CH2:20][O:19][CH2:18][CH2:17]2)[S:12][C:13]=1[C:14]1[NH:29][CH2:30][CH:31]([CH3:32])[N:33]=1. (7) Given the reactants Br[CH:2]1[C:20](=O)[C:7]2=[CH:8][N:9]([CH2:11][C:12]3[CH:17]=[CH:16][C:15]([O:18][CH3:19])=[CH:14][CH:13]=3)[N:10]=[C:6]2[CH2:5][CH:4]([O:22][C:23](=[O:27])[N:24]([CH3:26])[CH3:25])[CH2:3]1.[CH3:28][C:29]1[CH:34]=[CH:33][N:32]=[C:31]([NH:35][C:36]([NH2:38])=[S:37])[N:30]=1, predict the reaction product. The product is: [CH3:19][O:18][C:15]1[CH:16]=[CH:17][C:12]([CH2:11][N:9]2[CH:8]=[C:7]3[C:6]([CH2:5][CH:4]([O:22][C:23](=[O:27])[N:24]([CH3:26])[CH3:25])[CH2:3][C:2]4[S:37][C:36]([NH:35][C:31]5[N:30]=[C:29]([CH3:28])[CH:34]=[CH:33][N:32]=5)=[N:38][C:20]=43)=[N:10]2)=[CH:13][CH:14]=1. (8) Given the reactants B1(C)OC(C2C=CC=CC=2)(C2C=CC=CC=2)[C@@H]2N1CCC2.B.[Cl:23][CH2:24][CH2:25][C:26]([C:28]1[CH:33]=[C:32]([F:34])[CH:31]=[C:30]([Cl:35])[CH:29]=1)=[O:27].Cl, predict the reaction product. The product is: [Cl:23][CH2:24][CH2:25][C@@H:26]([C:28]1[CH:33]=[C:32]([F:34])[CH:31]=[C:30]([Cl:35])[CH:29]=1)[OH:27]. (9) Given the reactants C(OC([NH:8][C:9]([CH3:48])([CH3:47])[CH2:10][O:11][C:12]1[CH:46]=[CH:45][C:15]([CH2:16][CH2:17][CH2:18][NH:19][C:20]2[CH:25]=[C:24]([O:26][CH3:27])[CH:23]=[CH:22][C:21]=2[CH:28]2[CH2:37][CH2:36][C:35]3[CH:34]=[C:33]([O:38][C:39](=[O:44])[C:40]([CH3:43])([CH3:42])[CH3:41])[CH:32]=[CH:31][C:30]=3[CH2:29]2)=[CH:14][CH:13]=1)=O)(C)(C)C.FC(F)(F)C(O)=O.O1CCCC1.N, predict the reaction product. The product is: [NH2:8][C:9]([CH3:48])([CH3:47])[CH2:10][O:11][C:12]1[CH:13]=[CH:14][C:15]([CH2:16][CH2:17][CH2:18][NH:19][C:20]2[CH:25]=[C:24]([O:26][CH3:27])[CH:23]=[CH:22][C:21]=2[CH:28]2[CH2:37][CH2:36][C:35]3[CH:34]=[C:33]([O:38][C:39](=[O:44])[C:40]([CH3:41])([CH3:42])[CH3:43])[CH:32]=[CH:31][C:30]=3[CH2:29]2)=[CH:45][CH:46]=1.